Dataset: Reaction yield outcomes from USPTO patents with 853,638 reactions. Task: Predict the reaction yield, written as a fraction of the theoretical maximum amount of product (1.0 means a 100% yield; for example, 0.34 means a 34% yield). (1) The reactants are N[CH2:2]C(C)(C)CN1C2C=CC=CC=2N=C1CN(C)C1C2N=CC=CC=2CCC1.[CH3:29][N:30]([CH2:41][C:42]1[N:46]([CH2:47][CH:48]2[CH2:53]C[CH2:51][N:50]([CH3:54])[CH2:49]2)[C:45]2[CH:55]=[CH:56][CH:57]=[CH:58][C:44]=2[N:43]=1)[CH:31]1[C:40]2[N:39]=[CH:38][CH:37]=[CH:36][C:35]=2[CH2:34][CH2:33][CH2:32]1. No catalyst specified. The product is [CH3:51][N:50]([CH3:54])[CH2:49][C:48]([CH3:53])([CH3:2])[CH2:47][N:46]1[C:45]2[CH:55]=[CH:56][CH:57]=[CH:58][C:44]=2[N:43]=[C:42]1[CH2:41][N:30]([CH3:29])[CH:31]1[C:40]2[N:39]=[CH:38][CH:37]=[CH:36][C:35]=2[CH2:34][CH2:33][CH2:32]1. The yield is 0.780. (2) The reactants are [Br:1][C:2]1[N:7]=[C:6]([NH2:8])[CH:5]=[CH:4][C:3]=1[N+:9]([O-:11])=[O:10].CCN(CC)CC.Cl[C:20]([O:22][CH3:23])=[O:21]. The catalyst is CN(C1C=CN=CC=1)C.C(Cl)Cl.O. The product is [Br:1][C:2]1[N:7]=[C:6]([NH:8][C:20](=[O:21])[O:22][CH3:23])[CH:5]=[CH:4][C:3]=1[N+:9]([O-:11])=[O:10]. The yield is 0.820. (3) The reactants are [Cl:1][C:2]1[CH:7]=[C:6]([C:8](=[O:32])[NH:9][C:10]2[S:11][CH:12]=[C:13]([C:15]3[CH:20]=[CH:19][CH:18]=[C:17]([C@@H:21]([O:28][CH3:29])[CH2:22][CH2:23][CH2:24][CH2:25][CH2:26][CH3:27])[C:16]=3[O:30][CH3:31])[N:14]=2)[CH:5]=[C:4]([Cl:33])[C:3]=1/[CH:34]=[C:35](\[CH3:41])/[C:36]([O:38]CC)=[O:37].[OH-].[Na+].Cl. The catalyst is C1COCC1.C(O)C. The product is [Cl:33][C:4]1[CH:5]=[C:6]([C:8](=[O:32])[NH:9][C:10]2[S:11][CH:12]=[C:13]([C:15]3[CH:20]=[CH:19][CH:18]=[C:17]([C@@H:21]([O:28][CH3:29])[CH2:22][CH2:23][CH2:24][CH2:25][CH2:26][CH3:27])[C:16]=3[O:30][CH3:31])[N:14]=2)[CH:7]=[C:2]([Cl:1])[C:3]=1/[CH:34]=[C:35](\[CH3:41])/[C:36]([OH:38])=[O:37]. The yield is 0.880. (4) The reactants are [C:1](=[O:25])([O:23][CH3:24])[O:2][C:3]1[CH:8]=[C:7]([N+:9]([O-])=O)[C:6]([C:12]#[C:13][CH2:14][N:15]([CH3:17])[CH3:16])=[CH:5][C:4]=1[CH:18]1[CH2:22][CH2:21][CH2:20][CH2:19]1. The catalyst is C(O)(=O)C.O.CO.[Zn]. The product is [C:1](=[O:25])([O:23][CH3:24])[O:2][C:3]1[CH:8]=[C:7]([NH2:9])[C:6]([C:12]#[C:13][CH2:14][N:15]([CH3:17])[CH3:16])=[CH:5][C:4]=1[CH:18]1[CH2:19][CH2:20][CH2:21][CH2:22]1. The yield is 0.570. (5) The yield is 0.150. The reactants are [CH3:1][O:2][C:3]1[CH:4]=[C:5]2[C:10](=[CH:11][C:12]=1[O:13][CH3:14])[N:9]=[CH:8][CH:7]=[C:6]2[O:15][C:16]1[C:22]([CH3:23])=[CH:21][C:19]([NH2:20])=[C:18]([CH3:24])[CH:17]=1.Cl[C:26](Cl)([O:28][C:29](=[O:35])OC(Cl)(Cl)Cl)Cl.[CH2:37]([C:41]1[CH:46]=[CH:45]C(O)=[CH:43][CH:42]=1)[CH2:38][CH2:39][CH3:40].C(=O)(O)[O-].[Na+]. The catalyst is C(Cl)Cl.C(N(CC)CC)C.C1(C)C=CC=CC=1. The product is [CH3:1][O:2][C:3]1[CH:4]=[C:5]2[C:10](=[CH:11][C:12]=1[O:13][CH3:14])[N:9]=[CH:8][CH:7]=[C:6]2[O:15][C:16]1[C:22]([CH3:23])=[CH:21][C:19]([NH:20][C:29](=[O:35])[O:28][C:26]2[CH:45]=[CH:46][C:41]([CH2:37][CH2:38][CH2:39][CH3:40])=[CH:42][CH:43]=2)=[C:18]([CH3:24])[CH:17]=1. (6) The reactants are [O:1]=[C:2]1[NH:6][C:5](=[O:7])[C:4](=[CH:8][C:9]2[S:13][C:12]([C:14]3[CH:15]=[C:16]([CH:27]=[CH:28][CH:29]=3)[CH2:17][CH2:18][NH:19][C:20](=[O:26])[O:21][C:22]([CH3:25])([CH3:24])[CH3:23])=[CH:11][CH:10]=2)[S:3]1. The catalyst is O1CCOCC1.C(O)(=O)C. The product is [O:1]=[C:2]1[NH:6][C:5](=[O:7])[CH:4]([CH2:8][C:9]2[S:13][C:12]([C:14]3[CH:15]=[C:16]([CH:27]=[CH:28][CH:29]=3)[CH2:17][CH2:18][NH:19][C:20](=[O:26])[O:21][C:22]([CH3:25])([CH3:23])[CH3:24])=[CH:11][CH:10]=2)[S:3]1. The yield is 0.200. (7) The reactants are [NH2:1][CH2:2][CH2:3][CH2:4][OH:5].Cl[C:7]1[C:12]([N+:13]([O-:15])=[O:14])=[CH:11][CH:10]=[CH:9][C:8]=1[N+:16]([O-:18])=[O:17].C(N(CC)CC)C.O1CCCC1. The catalyst is C(OCC)(=O)C. The product is [N+:13]([C:12]1[CH:11]=[CH:10][CH:9]=[C:8]([N+:16]([O-:18])=[O:17])[C:7]=1[NH:1][CH2:2][CH2:3][CH2:4][OH:5])([O-:15])=[O:14]. The yield is 0.990. (8) The reactants are [Cl:1][C:2]1[CH:3]=[C:4]([CH:22]=[CH:23][C:24]=1[Cl:25])[CH2:5][C:6]1[N:7]=[C:8]([N:16]2[CH2:21][CH2:20][O:19][CH2:18][CH2:17]2)[S:9][C:10]=1[C:11](OCC)=[O:12].[H-].[H-].[H-].[H-].[Li+].[Al+3]. The catalyst is C1COCC1. The product is [Cl:1][C:2]1[CH:3]=[C:4]([CH:22]=[CH:23][C:24]=1[Cl:25])[CH2:5][C:6]1[N:7]=[C:8]([N:16]2[CH2:17][CH2:18][O:19][CH2:20][CH2:21]2)[S:9][C:10]=1[CH2:11][OH:12]. The yield is 0.650. (9) The catalyst is CN1C(=O)N(C)CCC1.ClCCl. The yield is 0.470. The reactants are CS([C:5]1[N:6]2[C:12]([C:13]3[CH:18]=[CH:17][CH:16]=[CH:15][CH:14]=3)=[CH:11][S:10][C:7]2=[N:8][N:9]=1)(=O)=O.[CH2:19]([OH:29])[C:20]1[CH:28]=[CH:27][C:26]2[O:25][CH2:24][O:23][C:22]=2[CH:21]=1.C([O-])([O-])=O.[Cs+].[Cs+]. The product is [O:25]1[C:26]2[CH:27]=[CH:28][C:20]([CH2:19][O:29][C:5]3[N:6]4[C:12]([C:13]5[CH:18]=[CH:17][CH:16]=[CH:15][CH:14]=5)=[CH:11][S:10][C:7]4=[N:8][N:9]=3)=[CH:21][C:22]=2[O:23][CH2:24]1.